Dataset: Full USPTO retrosynthesis dataset with 1.9M reactions from patents (1976-2016). Task: Predict the reactants needed to synthesize the given product. Given the product [NH2:18][C:19]1[N:24]=[C:23]([C:25]([NH:17][CH:15]([C:5]2[CH:6]=[N:7][C:8]([O:9][CH2:10][C:11]([F:14])([F:12])[F:13])=[C:3]([CH3:2])[CH:4]=2)[CH3:16])=[O:26])[CH:22]=[CH:21][N:20]=1, predict the reactants needed to synthesize it. The reactants are: Cl.[CH3:2][C:3]1[CH:4]=[C:5]([CH:15]([NH2:17])[CH3:16])[CH:6]=[N:7][C:8]=1[O:9][CH2:10][C:11]([F:14])([F:13])[F:12].[NH2:18][C:19]1[N:24]=[C:23]([C:25](O)=[O:26])[CH:22]=[CH:21][N:20]=1.